This data is from Forward reaction prediction with 1.9M reactions from USPTO patents (1976-2016). The task is: Predict the product of the given reaction. (1) Given the reactants [CH3:1][C:2]1[CH:3]=[C:4]2[C:10]([C:11]3[CH:12]=[N:13][CH:14]=[N:15][CH:16]=3)=[C:9]([Si](C)(C)C)[NH:8][C:5]2=[N:6][CH:7]=1.[I:21]N1C(=O)CCC1=O.S([O-])([O-])(=O)=S.[Na+].[Na+], predict the reaction product. The product is: [I:21][C:9]1[NH:8][C:5]2=[N:6][CH:7]=[C:2]([CH3:1])[CH:3]=[C:4]2[C:10]=1[C:11]1[CH:12]=[N:13][CH:14]=[N:15][CH:16]=1. (2) Given the reactants [C:1]1([C:31]2[CH:36]=[CH:35][CH:34]=[CH:33][CH:32]=2)[CH:6]=[CH:5][C:4]([CH2:7][C@@H:8]([NH:23][C:24]([C:26]2[N:27]=[N:28][NH:29][CH:30]=2)=[O:25])[CH2:9][C@@:10]([CH3:22])([CH2:14][O:15]C2CCCCO2)[C:11](O)=[O:12])=[CH:3][CH:2]=1.[CH2:37]([OH:44])[CH2:38][CH2:39][CH2:40][CH2:41][CH2:42][CH3:43].Cl.O1CCOCC1, predict the reaction product. The product is: [CH2:37]([O:44][C:11](=[O:12])[C@@:10]([CH2:14][OH:15])([CH3:22])[CH2:9][C@H:8]([NH:23][C:24]([C:26]1[N:27]=[N:28][NH:29][CH:30]=1)=[O:25])[CH2:7][C:4]1[CH:5]=[CH:6][C:1]([C:31]2[CH:36]=[CH:35][CH:34]=[CH:33][CH:32]=2)=[CH:2][CH:3]=1)[CH2:38][CH2:39][CH2:40][CH2:41][CH2:42][CH3:43].